Dataset: Full USPTO retrosynthesis dataset with 1.9M reactions from patents (1976-2016). Task: Predict the reactants needed to synthesize the given product. (1) Given the product [Br:15][C:13]1[C:2]([F:1])=[C:3]([C:4]([C:21]2[CH:22]=[CH:23][C:18]([O:17][CH3:16])=[CH:19][CH:20]=2)=[O:5])[CH:10]=[CH:11][CH:12]=1, predict the reactants needed to synthesize it. The reactants are: [F:1][CH:2]1[C:13]([Br:15])(C)[CH:12]=[CH:11][CH:10]=[C:3]1[C:4](N(OC)C)=[O:5].[CH3:16][O:17][C:18]1[CH:23]=[CH:22][C:21]([Mg]Br)=[CH:20][CH:19]=1. (2) Given the product [Cl:35][C:30]1[CH:29]=[C:28]([CH:33]=[CH:32][C:31]=1[F:34])[C:27]([NH:26][C:23]1[N:22]=[CH:21][C:20]([NH:19][C:13]2[C:12]3[C:17](=[CH:18][C:9]([OH:8])=[C:10]([O:37][CH3:38])[CH:11]=3)[N:16]=[CH:15][N:14]=2)=[CH:25][N:24]=1)=[O:36], predict the reactants needed to synthesize it. The reactants are: C([O:8][C:9]1[CH:18]=[C:17]2[C:12]([C:13]([NH:19][C:20]3[CH:21]=[N:22][C:23]([NH:26][C:27](=[O:36])[C:28]4[CH:33]=[CH:32][C:31]([F:34])=[C:30]([Cl:35])[CH:29]=4)=[N:24][CH:25]=3)=[N:14][CH:15]=[N:16]2)=[CH:11][C:10]=1[O:37][CH3:38])C1C=CC=CC=1. (3) Given the product [Br-:25].[CH3:36][C:33]1[N:32]=[N:31][C:30]([NH:29][C:27]([CH2:26][N+:1]23[CH2:8][CH2:7][CH:4]([CH2:5][CH2:6]2)[C@@H:3]([O:9][C:10]([C:12]2([C:19]4[CH:20]=[CH:21][CH:22]=[CH:23][CH:24]=4)[CH2:18][CH2:17][CH2:16][CH2:15][CH2:14][CH2:13]2)=[O:11])[CH2:2]3)=[O:28])=[CH:35][CH:34]=1, predict the reactants needed to synthesize it. The reactants are: [N:1]12[CH2:8][CH2:7][CH:4]([CH2:5][CH2:6]1)[C@@H:3]([O:9][C:10]([C:12]1([C:19]3[CH:24]=[CH:23][CH:22]=[CH:21][CH:20]=3)[CH2:18][CH2:17][CH2:16][CH2:15][CH2:14][CH2:13]1)=[O:11])[CH2:2]2.[Br:25][CH2:26][C:27]([NH:29][C:30]1[N:31]=[N:32][C:33]([CH3:36])=[CH:34][CH:35]=1)=[O:28]. (4) Given the product [CH3:1][C:2]1[S:6][C:5]([CH:7]2[CH2:16][CH:8]2[C:9]([O:11][C:12]([CH3:15])([CH3:14])[CH3:13])=[O:10])=[CH:4][CH:3]=1, predict the reactants needed to synthesize it. The reactants are: [CH3:1][C:2]1[S:6][C:5](/[CH:7]=[CH:8]/[C:9]([O:11][C:12]([CH3:15])([CH3:14])[CH3:13])=[O:10])=[CH:4][CH:3]=1.[CH3:16]C1SC(C2CC2C(OCCCC)=O)=CC=1. (5) Given the product [F:9][C:8]([F:11])([F:10])[C@@H:3]([CH:2]1[CH2:5][CH2:6][CH2:7][NH:1]1)[OH:4], predict the reactants needed to synthesize it. The reactants are: [NH:1]1[CH2:7][CH2:6][CH2:5][C@@H:2]1[CH:3]=[O:4].[C:8]([Si](C)(C)C)([F:11])([F:10])[F:9]. (6) Given the product [O:40]=[S:16]1(=[O:15])[CH2:20][CH2:19][CH:18]([NH:21][S:22]([C:25]2[CH:30]=[CH:29][C:28]([C:2]3[CH:7]=[CH:6][N:5]=[C:4]4[NH:8][C:9]([C:11]([F:14])([F:13])[F:12])=[CH:10][C:3]=34)=[CH:27][CH:26]=2)(=[O:23])=[O:24])[CH2:17]1, predict the reactants needed to synthesize it. The reactants are: Cl[C:2]1[CH:7]=[CH:6][N:5]=[C:4]2[NH:8][C:9]([C:11]([F:14])([F:13])[F:12])=[CH:10][C:3]=12.[O:15]=[S:16]1(=[O:40])[CH2:20][CH2:19][CH:18]([NH:21][S:22]([C:25]2[CH:30]=[CH:29][C:28](B3OC(C)(C)C(C)(C)O3)=[CH:27][CH:26]=2)(=[O:24])=[O:23])[CH2:17]1.C(=O)([O-])[O-].[Na+].[Na+]. (7) Given the product [Cl:1][C:2]1[CH:11]=[C:10]2[C:5]([C:6]([N:12]([C:32](=[O:33])[CH2:23][CH2:22][N:24]([CH2:27][CH3:28])[CH2:25][CH3:26])[CH2:13][CH2:14][CH2:15][CH2:16][NH2:17])=[CH:7][CH:8]=[N:9]2)=[CH:4][CH:3]=1, predict the reactants needed to synthesize it. The reactants are: [Cl:1][C:2]1[CH:11]=[C:10]2[C:5]([C:6]([NH:12][CH2:13][CH2:14][CH2:15][CH2:16][NH2:17])=[CH:7][CH:8]=[N:9]2)=[CH:4][CH:3]=1.C(Cl)CCl.[CH2:22]([N:24]([CH2:27][CH3:28])[CH2:25][CH3:26])[CH3:23].CN([CH:32]=[O:33])C. (8) The reactants are: Cl[C:2]1[C:11]2[C:6](=[CH:7][C:8]([O:12][CH3:13])=[CH:9][CH:10]=2)[CH:5]=[C:4]([NH:14][C:15]2[CH:19]=[C:18]([CH3:20])[NH:17][N:16]=2)[N:3]=1.[F:21][C:22]1[CH:27]=[CH:26][CH:25]=[CH:24][C:23]=1B(O)O. Given the product [F:21][C:22]1[CH:27]=[CH:26][CH:25]=[CH:24][C:23]=1[C:2]1[C:11]2[C:6](=[CH:7][C:8]([O:12][CH3:13])=[CH:9][CH:10]=2)[CH:5]=[C:4]([NH:14][C:15]2[CH:19]=[C:18]([CH3:20])[NH:17][N:16]=2)[N:3]=1, predict the reactants needed to synthesize it. (9) Given the product [CH:10]1[C:11]2[CH:12]([CH2:14][O:15][C:16]([N:18]([CH3:26])[C@H:19]([C:23]([NH:43][C@H:42]([C:41]([N:40]([C@@H:35]([C@@H:36]([CH3:39])[CH2:37][CH3:38])[C@H:34]([O:49][CH3:50])[CH2:33][C:32]([O:31][C:27]([CH3:29])([CH3:30])[CH3:28])=[O:51])[CH3:48])=[O:47])[CH:44]([CH3:45])[CH3:46])=[O:24])[CH:20]([CH3:21])[CH3:22])=[O:17])[C:13]3[C:5](=[CH:4][CH:3]=[CH:2][CH:1]=3)[C:6]=2[CH:7]=[CH:8][CH:9]=1, predict the reactants needed to synthesize it. The reactants are: [CH:1]1[C:13]2[CH:12]([CH2:14][O:15][C:16]([N:18]([CH3:26])[C@H:19]([C:23](O)=[O:24])[CH:20]([CH3:22])[CH3:21])=[O:17])[C:11]3[C:6](=[CH:7][CH:8]=[CH:9][CH:10]=3)[C:5]=2[CH:4]=[CH:3][CH:2]=1.[C:27]([O:31][C:32](=[O:51])[CH2:33][C@@H:34]([O:49][CH3:50])[C@@H:35]([N:40]([CH3:48])[C:41](=[O:47])[C@H:42]([CH:44]([CH3:46])[CH3:45])[NH2:43])[C@@H:36]([CH3:39])[CH2:37][CH3:38])([CH3:30])([CH3:29])[CH3:28].Cl.CN(C)CCCN=C=NCC.O.ON1C2C=CC=CC=2N=N1.[Cl-].[NH4+].